Task: Predict the reactants needed to synthesize the given product.. Dataset: Full USPTO retrosynthesis dataset with 1.9M reactions from patents (1976-2016) Given the product [C:4]([O:3][C:1](=[O:8])[NH:2][C@H:63]([C:64]1[CH:65]=[CH:66][C:67]([O:78][CH2:77][C@@H:76]([CH3:75])[CH2:88][CH3:89])=[CH:68][CH:69]=1)[C@H:52]([OH:51])[CH3:53])([CH3:7])([CH3:6])[CH3:5], predict the reactants needed to synthesize it. The reactants are: [C:1](=[O:8])([O:3][C:4]([CH3:7])([CH3:6])[CH3:5])[NH2:2].[OH-].[Na+].ClOC(C)(C)C.CC[C@@H]1[C@@H]2C[C@H:53]([C@@H:52]([O:51]C3C4C(=CC=CC=4)C([O:51][C@@H:52]([C:63]4C=CN=[C:69]5[C:64]=4[CH:65]=[C:66](OC)[CH:67]=[CH:68]5)[C@@H:53]4N5C[C@H](CC)[C@@H](CC5)C4)=NN=3)[C:63]3C=CN=[C:69]4[C:64]=3[CH:65]=[C:66](OC)[CH:67]=[CH:68]4)N(CC2)C1.[CH3:75][C@@H:76]([CH2:88][CH3:89])[CH2:77][O:78]C1C=CC(/C=C/C)=CC=1.S([O-])([O-])=O.[Na+].[Na+].